This data is from Retrosynthesis with 50K atom-mapped reactions and 10 reaction types from USPTO. The task is: Predict the reactants needed to synthesize the given product. (1) Given the product CCOC(=O)c1c(C(C)C)nc(C(C)C)c(C=O)c1-c1ccc(F)cc1, predict the reactants needed to synthesize it. The reactants are: CCOC(=O)c1c(C(C)C)nc(C(C)C)c(CO)c1-c1ccc(F)cc1. (2) Given the product NC1=NS(=O)(=O)Nc2cccc(OC[C@H]3CCCCN3C(=O)Cc3ccncc3)c21, predict the reactants needed to synthesize it. The reactants are: NC1=NS(=O)(=O)Nc2cccc(OC[C@H]3CCCC[NH2+]3)c21.O=C(O)Cc1ccncc1.